From a dataset of Full USPTO retrosynthesis dataset with 1.9M reactions from patents (1976-2016). Predict the reactants needed to synthesize the given product. (1) Given the product [Cl:1][C:2]1[CH:3]=[CH:4][C:5]([O:25][CH:26]([F:28])[F:27])=[C:6]([C:8]2[C:12]([NH:13][C:14]([C:16]3[CH:17]=[N:18][N:19]4[CH:24]=[CH:23][CH:22]=[N:21][C:20]=34)=[O:15])=[CH:11][N:10]([CH2:40][CH:41]=[C:42]3[CH2:51][CH2:50][C:45]4([O:46][CH2:47][CH2:48][O:49]4)[CH2:44][CH2:43]3)[N:9]=2)[CH:7]=1, predict the reactants needed to synthesize it. The reactants are: [Cl:1][C:2]1[CH:3]=[CH:4][C:5]([O:25][CH:26]([F:28])[F:27])=[C:6]([C:8]2[C:12]([NH:13][C:14]([C:16]3[CH:17]=[N:18][N:19]4[CH:24]=[CH:23][CH:22]=[N:21][C:20]=34)=[O:15])=[CH:11][NH:10][N:9]=2)[CH:7]=1.C([O-])([O-])=O.[Cs+].[Cs+].CS(O[CH2:40][CH:41]=[C:42]1[CH2:51][CH2:50][C:45]2([O:49][CH2:48][CH2:47][O:46]2)[CH2:44][CH2:43]1)(=O)=O. (2) Given the product [Si:1]([O:8][CH2:9][C:10]1[N:11]([CH3:23])[C:12]2[C:17]([CH:18]=1)=[CH:16][C:15]1[C:19](=[O:22])[CH:20]=[CH:21][C:14]=1[CH:13]=2)([C:4]([CH3:7])([CH3:6])[CH3:5])([CH3:3])[CH3:2], predict the reactants needed to synthesize it. The reactants are: [Si:1]([O:8][CH2:9][C:10]1[N:11]([CH3:23])[C:12]2[C:17]([CH:18]=1)=[CH:16][C:15]1[CH:19]([OH:22])[CH:20]=[CH:21][C:14]=1[CH:13]=2)([C:4]([CH3:7])([CH3:6])[CH3:5])([CH3:3])[CH3:2].C[N+]1([O-])CCOCC1. (3) Given the product [Br:33][CH2:12][C:4]1[CH:5]=[C:6]([C:8]([F:11])([F:10])[F:9])[CH:7]=[C:2]([Cl:1])[CH:3]=1, predict the reactants needed to synthesize it. The reactants are: [Cl:1][C:2]1[CH:3]=[C:4]([CH2:12]O)[CH:5]=[C:6]([C:8]([F:11])([F:10])[F:9])[CH:7]=1.C1(P(C2C=CC=CC=2)C2C=CC=CC=2)C=CC=CC=1.[Br:33]N1C(=O)CCC1=O. (4) Given the product [F:1][C:2]1([F:16])[CH2:7][CH2:6][CH:5]([NH2:8])[CH2:4][CH2:3]1, predict the reactants needed to synthesize it. The reactants are: [F:1][C:2]1([F:16])[CH2:7][CH2:6][CH:5]([NH:8]C(=O)OC(C)(C)C)[CH2:4][CH2:3]1.CC1C=CC(S(O)(=O)=O)=CC=1.O. (5) Given the product [CH2:1]([N:3]1[C:11]2[C:10](=[O:12])[NH:9][C:8]([C:13]3[CH:18]=[C:17]([S:19]([N:22]4[CH2:23][CH2:24][N:25]([CH2:28][CH2:29][O:30][C:45](=[O:46])[CH2:44][C:38]5[CH:43]=[CH:42][CH:41]=[CH:40][CH:39]=5)[CH2:26][CH2:27]4)(=[O:20])=[O:21])[CH:16]=[CH:15][C:14]=3[O:31][CH2:32][CH2:33][CH3:34])=[N:7][C:6]=2[C:5]([CH2:35][CH2:36][CH3:37])=[CH:4]1)[CH3:2], predict the reactants needed to synthesize it. The reactants are: [CH2:1]([N:3]1[C:11]2[C:10](=[O:12])[NH:9][C:8]([C:13]3[CH:18]=[C:17]([S:19]([N:22]4[CH2:27][CH2:26][N:25]([CH2:28][CH2:29][OH:30])[CH2:24][CH2:23]4)(=[O:21])=[O:20])[CH:16]=[CH:15][C:14]=3[O:31][CH2:32][CH2:33][CH3:34])=[N:7][C:6]=2[C:5]([CH2:35][CH2:36][CH3:37])=[CH:4]1)[CH3:2].[C:38]1([CH2:44][C:45](O)=[O:46])[CH:43]=[CH:42][CH:41]=[CH:40][CH:39]=1.C(OC(N[C@H](C(O)=O)C(C)C)=O)(C)(C)C.